From a dataset of Forward reaction prediction with 1.9M reactions from USPTO patents (1976-2016). Predict the product of the given reaction. (1) Given the reactants [H-].[H-].[H-].[H-].[Li+].[Al+3].[Cl:7][C:8]1[C:13]([CH:14]=[C:15]([N+:17]([O-])=O)[CH3:16])=[CH:12][CH:11]=[CH:10][C:9]=1[O:20][CH3:21].O.[OH-].[Na+], predict the reaction product. The product is: [Cl:7][C:8]1[C:9]([O:20][CH3:21])=[CH:10][CH:11]=[CH:12][C:13]=1[CH2:14][CH:15]([NH2:17])[CH3:16]. (2) The product is: [Br:7][C:8]1[CH:13]=[C:12]2[C:11](=[C:10]([F:19])[CH:9]=1)[C:14](=[O:18])[CH2:15][CH2:16]2. Given the reactants [Cl-].[Na+].[Cl-].[Cl-].[Cl-].[Al+3].[Br:7][C:8]1[CH:13]=[CH:12][C:11]([C:14](=[O:18])[CH2:15][CH2:16]Cl)=[C:10]([F:19])[CH:9]=1, predict the reaction product. (3) Given the reactants [N:1]#[C:2][NH2:3].[N:4]([C:7]1[CH:20]=[CH:19][C:10]([O:11][CH2:12][CH2:13][N:14]2[CH2:18][CH2:17][CH2:16][CH2:15]2)=[CH:9][CH:8]=1)=[C:5]=[S:6].Br[CH2:22][C:23]([C:25]1[CH:30]=[CH:29][C:28]([OH:31])=[C:27]([F:32])[CH:26]=1)=[O:24], predict the reaction product. The product is: [C:10]([OH:24])(=[O:11])[CH3:19].[NH2:1][C:2]1[N:3]=[C:5]([NH:4][C:7]2[CH:8]=[CH:9][C:10]([O:11][CH2:12][CH2:13][N:14]3[CH2:15][CH2:16][CH2:17][CH2:18]3)=[CH:19][CH:20]=2)[S:6][C:22]=1[C:23]([C:25]1[CH:30]=[CH:29][C:28]([OH:31])=[C:27]([F:32])[CH:26]=1)=[O:24].